This data is from Full USPTO retrosynthesis dataset with 1.9M reactions from patents (1976-2016). The task is: Predict the reactants needed to synthesize the given product. Given the product [CH3:23][S:20]([C:16]1[CH:15]=[C:14]([N:9]2[CH:10]=[CH:11][C:12](=[O:13])[C:7]([C:5]3[N:25]([C:27]4[CH:28]=[C:29]([CH:32]=[CH:33][CH:34]=4)[C:30]#[N:31])[N:2]=[CH:3][CH:4]=3)=[N:8]2)[CH:19]=[CH:18][CH:17]=1)(=[O:22])=[O:21], predict the reactants needed to synthesize it. The reactants are: C[N:2](C)/[CH:3]=[CH:4]/[C:5]([C:7]1[C:12](=[O:13])[CH:11]=[CH:10][N:9]([C:14]2[CH:19]=[CH:18][CH:17]=[C:16]([S:20]([CH3:23])(=[O:22])=[O:21])[CH:15]=2)[N:8]=1)=O.[NH:25]([C:27]1[CH:28]=[C:29]([CH:32]=[CH:33][CH:34]=1)[C:30]#[N:31])N.